Predict the reactants needed to synthesize the given product. From a dataset of Full USPTO retrosynthesis dataset with 1.9M reactions from patents (1976-2016). Given the product [CH2:8]([S:15]([NH:19][C:20]1[CH:32]=[C:31]([CH2:33][CH2:34][C:35]2[CH:36]=[CH:37][CH:38]=[CH:39][CH:40]=2)[CH:30]=[CH:29][C:21]=1[C:22]([O:24][C:25]([CH3:28])([CH3:27])[CH3:26])=[O:23])(=[O:17])=[O:16])[C:9]1[CH:14]=[CH:13][CH:12]=[CH:11][CH:10]=1, predict the reactants needed to synthesize it. The reactants are: C(N(CC)CC)C.[CH2:8]([S:15](Cl)(=[O:17])=[O:16])[C:9]1[CH:14]=[CH:13][CH:12]=[CH:11][CH:10]=1.[NH2:19][C:20]1[CH:32]=[C:31]([CH2:33][CH2:34][C:35]2[CH:40]=[CH:39][CH:38]=[CH:37][CH:36]=2)[CH:30]=[CH:29][C:21]=1[C:22]([O:24][C:25]([CH3:28])([CH3:27])[CH3:26])=[O:23].C(=O)([O-])O.[Na+].